Dataset: Catalyst prediction with 721,799 reactions and 888 catalyst types from USPTO. Task: Predict which catalyst facilitates the given reaction. (1) Reactant: [H-].[Na+].[CH3:3][O:4][C:5]([CH2:7]P(OC)(OC)=O)=[O:6].[Br:14][C:15]1[CH:20]=[CH:19][C:18]([C:21]2([CH2:28][OH:29])[CH2:26][CH2:25][C:24](=O)[CH2:23][CH2:22]2)=[CH:17][CH:16]=1. Product: [Br:14][C:15]1[CH:16]=[CH:17][C:18]([C:21]2([CH2:28][OH:29])[CH2:26][CH2:25][C:24](=[CH:7][C:5]([O:4][CH3:3])=[O:6])[CH2:23][CH2:22]2)=[CH:19][CH:20]=1. The catalyst class is: 5. (2) Reactant: I[C:2]1[CH:8]=[C:7]([C:9]([F:12])([F:11])[F:10])[CH:6]=[CH:5][C:3]=1[NH2:4].[C:13]([OH:18])(=O)[C:14]([CH3:16])=O.C1N2CCN(CC2)C1.S([O-])([O-])(=O)=O.[Mg+2].C(Cl)CCl.C1C=CC2N(O)N=NC=2C=1.Cl.[CH3:48][NH:49][O:50][CH3:51].CCN(C(C)C)C(C)C. Product: [CH3:51][O:50][N:49]([CH3:48])[C:13]([C:14]1[NH:4][C:3]2[C:2]([CH:16]=1)=[CH:8][C:7]([C:9]([F:12])([F:11])[F:10])=[CH:6][CH:5]=2)=[O:18]. The catalyst class is: 274. (3) Reactant: [F:1][C:2]1[CH:7]=[CH:6][C:5]([N:8]2[CH:11]([C:12]3[CH:17]=[CH:16][C:15]([OH:18])=[CH:14][CH:13]=3)[CH:10]([CH2:19][CH2:20][CH:21]([OH:29])[C:22]3[CH:27]=[CH:26][C:25]([F:28])=[CH:24][CH:23]=3)[C:9]2=[O:30])=[CH:4][CH:3]=1.C(=O)([O-])[O-].[K+].[K+].[I:37][CH:38](I)[CH2:39][CH2:40][CH2:41][CH2:42][CH3:43]. Product: [F:1][C:2]1[CH:3]=[CH:4][C:5]([N:8]2[CH:11]([C:12]3[CH:13]=[CH:14][C:15]([O:18][CH2:43][CH2:42][CH2:41][CH2:40][CH2:39][CH2:38][I:37])=[CH:16][CH:17]=3)[CH:10]([CH2:19][CH2:20][CH:21]([C:22]3[CH:27]=[CH:26][C:25]([F:28])=[CH:24][CH:23]=3)[OH:29])[C:9]2=[O:30])=[CH:6][CH:7]=1. The catalyst class is: 9.